From a dataset of Forward reaction prediction with 1.9M reactions from USPTO patents (1976-2016). Predict the product of the given reaction. Given the reactants C(N=S(C1C=CC(CN)=CC=1)(C)=O)#N.[C:15]([N:17]=[S:18]([C:22]1[CH:39]=[CH:38][C:25]([CH2:26][N:27]2C(=O)C3C(=CC=CC=3)C2=O)=[CH:24][CH:23]=1)([CH2:20][CH3:21])=[O:19])#[N:16], predict the reaction product. The product is: [C:15]([N:17]=[S:18]([C:22]1[CH:39]=[CH:38][C:25]([CH2:26][NH2:27])=[CH:24][CH:23]=1)([CH2:20][CH3:21])=[O:19])#[N:16].